Dataset: NCI-60 drug combinations with 297,098 pairs across 59 cell lines. Task: Regression. Given two drug SMILES strings and cell line genomic features, predict the synergy score measuring deviation from expected non-interaction effect. (1) Drug 1: C1=NC(=NC(=O)N1C2C(C(C(O2)CO)O)O)N. Drug 2: CC1=C(N=C(N=C1N)C(CC(=O)N)NCC(C(=O)N)N)C(=O)NC(C(C2=CN=CN2)OC3C(C(C(C(O3)CO)O)O)OC4C(C(C(C(O4)CO)O)OC(=O)N)O)C(=O)NC(C)C(C(C)C(=O)NC(C(C)O)C(=O)NCCC5=NC(=CS5)C6=NC(=CS6)C(=O)NCCC[S+](C)C)O. Cell line: HOP-92. Synergy scores: CSS=23.7, Synergy_ZIP=-10.8, Synergy_Bliss=3.20, Synergy_Loewe=-3.01, Synergy_HSA=4.23. (2) Drug 1: CC1=C(C=C(C=C1)C(=O)NC2=CC(=CC(=C2)C(F)(F)F)N3C=C(N=C3)C)NC4=NC=CC(=N4)C5=CN=CC=C5. Drug 2: C1CCC(C(C1)N)N.C(=O)(C(=O)[O-])[O-].[Pt+4]. Cell line: UACC-257. Synergy scores: CSS=1.07, Synergy_ZIP=0.00390, Synergy_Bliss=1.14, Synergy_Loewe=-4.31, Synergy_HSA=-2.90. (3) Drug 1: CCCS(=O)(=O)NC1=C(C(=C(C=C1)F)C(=O)C2=CNC3=C2C=C(C=N3)C4=CC=C(C=C4)Cl)F. Drug 2: CC(C)(C#N)C1=CC(=CC(=C1)CN2C=NC=N2)C(C)(C)C#N. Cell line: SNB-75. Synergy scores: CSS=-0.681, Synergy_ZIP=0.205, Synergy_Bliss=-1.39, Synergy_Loewe=-2.87, Synergy_HSA=-2.87. (4) Drug 1: CC1=CC2C(CCC3(C2CCC3(C(=O)C)OC(=O)C)C)C4(C1=CC(=O)CC4)C. Drug 2: CN1C(=O)N2C=NC(=C2N=N1)C(=O)N. Cell line: UACC62. Synergy scores: CSS=-3.44, Synergy_ZIP=1.29, Synergy_Bliss=-1.98, Synergy_Loewe=-3.78, Synergy_HSA=-4.27.